Predict the product of the given reaction. From a dataset of Forward reaction prediction with 1.9M reactions from USPTO patents (1976-2016). (1) Given the reactants Cl.C([N:9]1[CH2:14][CH2:13][CH2:12][C:11](=O)[CH2:10]1)C1C=CC=CC=1.C(N(CC)CC)C.C(OC([N:30]1[CH2:35][CH2:34][NH:33][CH2:32][CH2:31]1)=O)(C)(C)C.[Na], predict the reaction product. The product is: [N:30]1([CH:11]2[CH2:12][CH2:13][CH2:14][NH:9][CH2:10]2)[CH2:35][CH2:34][NH:33][CH2:32][CH2:31]1. (2) Given the reactants [CH3:1][N:2]([C:11]1[CH:16]=[CH:15][CH:14]=[CH:13][CH:12]=1)[C:3]1[CH:8]=[CH:7][CH:6]=[C:5]([O:9][CH3:10])[CH:4]=1.[Li][CH2:18][CH2:19][CH2:20][CH3:21].[Li].[P:23](Cl)(Cl)Cl.[CH:27]1([Mg]Cl)[CH2:32][CH2:31][CH2:30][CH2:29][CH2:28]1.[CH2:35]1[CH2:39]OCC1, predict the reaction product. The product is: [CH3:10][O:9][C:5]1[CH:6]=[CH:7][CH:8]=[C:3]([N:2]([CH3:1])[C:11]2[CH:16]=[CH:15][CH:14]=[CH:13][CH:12]=2)[C:4]=1[P:23]([CH:27]1[CH2:32][CH2:31][CH2:30][CH2:29][CH2:28]1)[CH:21]1[CH2:35][CH2:39][CH2:18][CH2:19][CH2:20]1. (3) Given the reactants [F:1][C:2]1[CH:3]=[C:4]([NH:10][C:11]2[N:26]=[CH:25][CH:24]=[CH:23][C:12]=2[C:13]([NH:15][C:16]2[CH:21]=[CH:20][C:19]([F:22])=[CH:18][CH:17]=2)=[O:14])[CH:5]=[CH:6][C:7]=1[O:8]C.C(Cl)Cl.B(Br)(Br)Br.C([O-])(O)=O.[Na+], predict the reaction product. The product is: [F:1][C:2]1[CH:3]=[C:4]([NH:10][C:11]2[N:26]=[CH:25][CH:24]=[CH:23][C:12]=2[C:13]([NH:15][C:16]2[CH:21]=[CH:20][C:19]([F:22])=[CH:18][CH:17]=2)=[O:14])[CH:5]=[CH:6][C:7]=1[OH:8].